From a dataset of Catalyst prediction with 721,799 reactions and 888 catalyst types from USPTO. Predict which catalyst facilitates the given reaction. (1) Reactant: C([O:8][C:9](=[O:44])[CH2:10][C@@H:11]([C:25]1[CH:29]=[CH:28][N:27]([C:30]2[CH:35]=[CH:34][C:33]([C:36]3[CH:41]=[CH:40][C:39]([C:42]#[N:43])=[CH:38][CH:37]=3)=[CH:32][CH:31]=2)[CH:26]=1)[C:12]([NH:14][C@H:15]([C:20]1[NH:21][CH:22]=[CH:23][N:24]=1)[CH2:16][CH:17]([CH3:19])[CH3:18])=[O:13])C1C=CC=CC=1. Product: [C:42]([C:39]1[CH:40]=[CH:41][C:36]([C:33]2[CH:32]=[CH:31][C:30]([N:27]3[CH:28]=[CH:29][C:25]([C@@H:11]([C:12]([NH:14][C@H:15]([C:20]4[NH:24][CH:23]=[CH:22][N:21]=4)[CH2:16][CH:17]([CH3:19])[CH3:18])=[O:13])[CH2:10][C:9]([OH:44])=[O:8])=[CH:26]3)=[CH:35][CH:34]=2)=[CH:37][CH:38]=1)#[N:43]. The catalyst class is: 301. (2) Reactant: [NH2:1][C:2]1[CH:10]=[CH:9][C:8]([CH2:11][NH:12][S:13]([CH3:16])(=[O:15])=[O:14])=[CH:7][C:3]=1[C:4](O)=[O:5].CC[N:19]=C=NCCCN(C)C.C1C=CC2N(O)N=NC=2C=1.CN1CCOCC1.[NH4+].[OH-]. Product: [NH2:1][C:2]1[CH:10]=[CH:9][C:8]([CH2:11][NH:12][S:13]([CH3:16])(=[O:15])=[O:14])=[CH:7][C:3]=1[C:4]([NH2:19])=[O:5]. The catalyst class is: 20. (3) Reactant: [C:1]([N:5]([CH3:29])[C:6]([C:8]1[C:9]2[CH2:25][O:24][C:23]3[CH:22]=[C:21]([O:26][CH3:27])[C:20](Br)=[CH:19][C:18]=3[C:10]=2[N:11]([C:13]2[CH:17]=[CH:16][S:15][CH:14]=2)[N:12]=1)=[O:7])([CH3:4])([CH3:3])[CH3:2].[N:30]1[CH:35]=[CH:34][CH:33]=[C:32](B(O)O)[CH:31]=1.C(=O)([O-])[O-].[K+].[K+].C(OCC)C. Product: [C:1]([N:5]([CH3:29])[C:6]([C:8]1[C:9]2[CH2:25][O:24][C:23]3[CH:22]=[C:21]([O:26][CH3:27])[C:20]([C:32]4[CH:31]=[N:30][CH:35]=[CH:34][CH:33]=4)=[CH:19][C:18]=3[C:10]=2[N:11]([C:13]2[CH:17]=[CH:16][S:15][CH:14]=2)[N:12]=1)=[O:7])([CH3:4])([CH3:3])[CH3:2]. The catalyst class is: 104. (4) Reactant: [CH3:1][O:2][C:3]1[C:4](=[O:29])[C:5]([CH3:28])=[C:6]([CH2:12][C:13]2[CH:14]=[CH:15][C:16]([C:22]3[CH:27]=[CH:26][CH:25]=[CH:24][CH:23]=3)=[C:17]([CH:21]=2)[C:18]([OH:20])=O)[C:7](=[O:11])[C:8]=1[O:9][CH3:10].[CH3:30][O:31][C:32]1[CH:37]=[CH:36][C:35]([NH2:38])=[CH:34][CH:33]=1.C(N(CC)CC)C.[Cl-].ClC1N(C)CC[NH+]1C. Product: [CH3:1][O:2][C:3]1[C:4](=[O:29])[C:5]([CH3:28])=[C:6]([CH2:12][C:13]2[CH:14]=[CH:15][C:16]([C:22]3[CH:27]=[CH:26][CH:25]=[CH:24][CH:23]=3)=[C:17]([CH:21]=2)[C:18]([NH:38][C:35]2[CH:36]=[CH:37][C:32]([O:31][CH3:30])=[CH:33][CH:34]=2)=[O:20])[C:7](=[O:11])[C:8]=1[O:9][CH3:10]. The catalyst class is: 34. (5) Reactant: [C:1]([O:5][C:6](=[O:32])[N:7]([C:10]1[CH:15]=[CH:14][C:13]([CH2:16][C:17]2[CH:18]=[C:19]([C:25]3[CH:30]=[CH:29][CH:28]=[C:27]([Cl:31])[CH:26]=3)[C:20]([O:23][CH3:24])=[CH:21][CH:22]=2)=[CH:12][CH:11]=1)CC)([CH3:4])([CH3:3])[CH3:2].[H-].[Na+].C(I)C. Product: [C:1]([O:5][C:6](=[O:32])[NH:7][C:10]1[CH:11]=[CH:12][C:13]([CH2:16][C:17]2[CH:18]=[C:19]([C:25]3[CH:30]=[CH:29][CH:28]=[C:27]([Cl:31])[CH:26]=3)[C:20]([O:23][CH3:24])=[CH:21][CH:22]=2)=[CH:14][CH:15]=1)([CH3:4])([CH3:2])[CH3:3]. The catalyst class is: 3. (6) Product: [CH3:1][C:2]1[C:11]([CH2:12][C:13]2[CH:18]=[CH:17][C:16]([O:19][CH2:20][O:21][CH3:22])=[C:15]([CH:23]([CH3:24])[CH3:25])[CH:14]=2)=[C:10]([CH3:26])[CH:9]=[C:8]([OH:27])[C:3]=1[CH2:4][OH:5]. The catalyst class is: 40. Reactant: [CH3:1][C:2]1[C:11]([CH2:12][C:13]2[CH:18]=[CH:17][C:16]([O:19][CH2:20][O:21][CH3:22])=[C:15]([CH:23]([CH3:25])[CH3:24])[CH:14]=2)=[C:10]([CH3:26])[CH:9]=[C:8]([OH:27])[C:3]=1[C:4](OC)=[O:5].[BH4-].[Na+].